This data is from Cav3 T-type calcium channel HTS with 100,875 compounds. The task is: Binary Classification. Given a drug SMILES string, predict its activity (active/inactive) in a high-throughput screening assay against a specified biological target. The drug is S(=O)(=O)(N(CC(=O)Nc1cc(ccc1)C)c1ccc(OC)cc1)c1c([nH]nc1C)C. The result is 0 (inactive).